This data is from Reaction yield outcomes from USPTO patents with 853,638 reactions. The task is: Predict the reaction yield, written as a fraction of the theoretical maximum amount of product (1.0 means a 100% yield; for example, 0.34 means a 34% yield). (1) The reactants are [N:1]1[C:10]2[C:5](=[CH:6][CH:7]=[CH:8][CH:9]=2)[CH:4]=[C:3]([NH:11][C:12](=[O:18])[O:13][C:14]([CH3:17])([CH3:16])[CH3:15])[CH:2]=1.C(O)(=O)C. The catalyst is CO. The product is [NH:1]1[C:10]2[C:5](=[CH:6][CH:7]=[CH:8][CH:9]=2)[CH2:4][CH:3]([NH:11][C:12](=[O:18])[O:13][C:14]([CH3:16])([CH3:15])[CH3:17])[CH2:2]1. The yield is 0.750. (2) The reactants are [CH3:1][C:2]1[N:3]=[CH:4][C:5]2[C:10]([CH:11]=1)=[C:9]([N:12]=[C:13]=[O:14])[CH:8]=[CH:7][CH:6]=2.[C:15]([C:19]1[CH:28]=[C:27]2[C:22]([CH:23]([NH2:29])[CH2:24][CH2:25][O:26]2)=[CH:21][CH:20]=1)([CH3:18])([CH3:17])[CH3:16]. No catalyst specified. The product is [C:15]([C:19]1[CH:28]=[C:27]2[C:22]([CH:23]([NH:29][C:13]([NH:12][C:9]3[CH:8]=[CH:7][CH:6]=[C:5]4[C:10]=3[CH:11]=[C:2]([CH3:1])[N:3]=[CH:4]4)=[O:14])[CH2:24][CH2:25][O:26]2)=[CH:21][CH:20]=1)([CH3:18])([CH3:16])[CH3:17]. The yield is 0.640.